Dataset: Catalyst prediction with 721,799 reactions and 888 catalyst types from USPTO. Task: Predict which catalyst facilitates the given reaction. (1) Reactant: C1(P(C2C=CC=CC=2)C2C=CC=CC=2)C=CC=CC=1.[Br:20][C:21]1[CH:22]=[CH:23][C:24]([N+:28]([O-:30])=[O:29])=[C:25]([OH:27])[CH:26]=1.[C:31]([O:36][CH3:37])(=[O:35])[C@H:32]([CH3:34])O.N(C(OC(C)C)=O)=NC(OC(C)C)=O. Product: [Br:20][C:21]1[CH:22]=[CH:23][C:24]([N+:28]([O-:30])=[O:29])=[C:25]([CH:26]=1)[O:27][C@H:32]([CH3:34])[C:31]([O:36][CH3:37])=[O:35]. The catalyst class is: 2. (2) Reactant: Cl[C:2]1[C:11]2[C:6](=[CH:7][C:8]([F:12])=[CH:9][CH:10]=2)[N:5]=[C:4]([C:13]2[CH:18]=[CH:17][CH:16]=[CH:15][C:14]=2[F:19])[C:3]=1[CH3:20].[NH2:21][C:22]1[CH:29]=[C:28]([N:30]2[CH2:35][CH2:34][O:33][CH2:32][CH2:31]2)[CH:27]=[CH:26][C:23]=1[C:24]#[N:25].Cl.O1CCOCC1. Product: [F:12][C:8]1[CH:7]=[C:6]2[C:11]([C:2]([NH:21][C:22]3[CH:29]=[C:28]([N:30]4[CH2:31][CH2:32][O:33][CH2:34][CH2:35]4)[CH:27]=[CH:26][C:23]=3[C:24]#[N:25])=[C:3]([CH3:20])[C:4]([C:13]3[CH:18]=[CH:17][CH:16]=[CH:15][C:14]=3[F:19])=[N:5]2)=[CH:10][CH:9]=1. The catalyst class is: 5. (3) Reactant: I[C:2]1[N:3]=[CH:4][N:5]([C:7]([C:20]2[CH:25]=[CH:24][CH:23]=[CH:22][CH:21]=2)([C:14]2[CH:19]=[CH:18][CH:17]=[CH:16][CH:15]=2)[C:8]2[CH:13]=[CH:12][CH:11]=[CH:10][CH:9]=2)[CH:6]=1.C([Mg]Br)C.[N:30]1[CH:35]=[CH:34][CH:33]=[C:32]([CH:36]=[O:37])[CH:31]=1. Product: [N:30]1[CH:35]=[CH:34][CH:33]=[C:32]([CH:36]([C:6]2[N:5]([C:7]([C:8]3[CH:9]=[CH:10][CH:11]=[CH:12][CH:13]=3)([C:14]3[CH:15]=[CH:16][CH:17]=[CH:18][CH:19]=3)[C:20]3[CH:25]=[CH:24][CH:23]=[CH:22][CH:21]=3)[CH:4]=[N:3][CH:2]=2)[OH:37])[CH:31]=1. The catalyst class is: 4. (4) Reactant: [H-].[Na+].[CH3:3][O:4][C:5]1[N:10]=[CH:9][C:8]([CH2:11][CH2:12][C:13]([O:15][CH3:16])=[O:14])=[CH:7][N:6]=1.[CH:17](OC)=[O:18]. Product: [CH3:16][O:15][C:13](=[O:14])[C:12]([CH2:11][C:8]1[CH:9]=[N:10][C:5]([O:4][CH3:3])=[N:6][CH:7]=1)=[CH:17][OH:18]. The catalyst class is: 57. (5) Reactant: [C:1]([CH:4]([C:17](=[O:20])[CH2:18][CH3:19])[CH2:5][C:6]([C:8]1[CH:16]=[CH:15][CH:14]=[C:13]2[C:9]=1[CH2:10][CH2:11][CH2:12]2)=O)(=O)[CH3:2].[NH2:21][C:22]1[CH:27]=[CH:26][C:25]([S:28]([NH2:31])(=[O:30])=[O:29])=[CH:24][CH:23]=1.N. Product: [CH2:12]1[C:13]2[C:9](=[C:8]([C:6]3[N:21]([C:22]4[CH:27]=[CH:26][C:25]([S:28]([NH2:31])(=[O:29])=[O:30])=[CH:24][CH:23]=4)[C:1]([CH3:2])=[C:4]([C:17](=[O:20])[CH2:18][CH3:19])[CH:5]=3)[CH:16]=[CH:15][CH:14]=2)[CH2:10][CH2:11]1. The catalyst class is: 671. (6) Reactant: [CH3:1][C:2]1[CH:9]=[CH:8][CH:7]=[CH:6][C:3]=1[CH2:4]Cl.[I-].[Na+].[NH2:12][C:13]1[C:21]2[N:20]=[C:19]([CH3:22])[N:18]([CH3:23])[C:17]=2[CH:16]=[C:15]([Br:24])[CH:14]=1.C(=O)([O-])[O-].[K+].[K+]. Product: [Br:24][C:15]1[CH:14]=[C:13]([NH:12][CH2:4][C:3]2[CH:6]=[CH:7][CH:8]=[CH:9][C:2]=2[CH3:1])[C:21]2[N:20]=[C:19]([CH3:22])[N:18]([CH3:23])[C:17]=2[CH:16]=1. The catalyst class is: 21. (7) Reactant: [C:1]([C:5]1[CH:26]=[CH:25][C:8]([CH2:9][N:10]([CH2:22][CH2:23][OH:24])[C:11]([C:13]2[CH:14]=[CH:15][CH:16]=[C:17]3[C:21]=2[NH:20][CH:19]=[CH:18]3)=[O:12])=[CH:7][CH:6]=1)([CH3:4])([CH3:3])[CH3:2].O[C:28]1[CH:33]=[CH:32][CH:31]=[CH:30][C:29]=1[C:34]([F:37])([F:36])[F:35].C1(P(C2C=CC=CC=2)C2C=CC=CC=2)C=CC=CC=1.C(OC(N=NC(OCC)=O)=O)C. Product: [C:1]([C:5]1[CH:6]=[CH:7][C:8]([CH2:9][N:10]([CH2:22][CH2:23][O:24][C:28]2[CH:33]=[CH:32][CH:31]=[CH:30][C:29]=2[C:34]([F:37])([F:36])[F:35])[C:11]([C:13]2[CH:14]=[CH:15][CH:16]=[C:17]3[C:21]=2[NH:20][CH:19]=[CH:18]3)=[O:12])=[CH:25][CH:26]=1)([CH3:4])([CH3:2])[CH3:3]. The catalyst class is: 1. (8) Reactant: [Cl:1][CH2:2][CH2:3][CH2:4][OH:5].[CH3:6][C:7]([CH3:9])=[CH2:8]. Product: [Cl:1][CH2:2][CH2:3][CH2:4][O:5][C:7]([CH3:9])([CH3:8])[CH3:6]. The catalyst class is: 605. (9) Reactant: [CH3:1][O:2][CH2:3][CH2:4][NH:5][CH2:6][C:7]1[S:11][C:10](B(O)O)=[CH:9][CH:8]=1.Br[C:16]1[CH:17]=[C:18]2[C:22](=[C:23]([C:25]([NH2:27])=[O:26])[CH:24]=1)[NH:21][CH:20]=[C:19]2[CH:28]1[CH2:33][CH2:32][N:31]([S:34]([CH2:37][CH3:38])(=[O:36])=[O:35])[CH2:30][CH2:29]1.C([O-])([O-])=O.[K+].[K+]. Product: [CH2:37]([S:34]([N:31]1[CH2:30][CH2:29][CH:28]([C:19]2[C:18]3[C:22](=[C:23]([C:25]([NH2:27])=[O:26])[CH:24]=[C:16]([C:10]4[S:11][C:7]([CH2:6][NH:5][CH2:4][CH2:3][O:2][CH3:1])=[CH:8][CH:9]=4)[CH:17]=3)[NH:21][CH:20]=2)[CH2:33][CH2:32]1)(=[O:36])=[O:35])[CH3:38]. The catalyst class is: 73.